From a dataset of Forward reaction prediction with 1.9M reactions from USPTO patents (1976-2016). Predict the product of the given reaction. (1) The product is: [Cl:35][C:36]1[CH:37]=[C:38]([CH:41]=[CH:42][C:43]=1[Cl:44])[CH2:39][NH:1][CH2:2][CH2:3][NH:4][C:5](=[O:11])[O:6][C:7]([CH3:8])([CH3:10])[CH3:9]. Given the reactants [NH2:1][CH2:2][CH2:3][NH:4][C:5](=[O:11])[O:6][C:7]([CH3:10])([CH3:9])[CH3:8].C(O)(=O)C.C(O[BH-](OC(=O)C)OC(=O)C)(=O)C.[Na+].C(=O)([O-])O.[Na+].[Cl:35][C:36]1[CH:37]=[C:38]([CH:41]=[CH:42][C:43]=1[Cl:44])[CH:39]=O, predict the reaction product. (2) Given the reactants Cl[CH2:2][C:3]([C:5]1[CH:6]=[C:7]2[C:11](=[CH:12][CH:13]=1)[C:10]([CH3:15])([CH3:14])[C:9](=[O:16])[C:8]2([CH3:18])[CH3:17])=[O:4].Cl.[N:20]1([C:26]2[C:34]3[C:29](=[CH:30][CH:31]=[CH:32][CH:33]=3)[NH:28][N:27]=2)[CH2:25][CH2:24][NH:23][CH2:22][CH2:21]1, predict the reaction product. The product is: [NH:28]1[C:29]2[C:34](=[CH:33][CH:32]=[CH:31][CH:30]=2)[C:26]([N:20]2[CH2:21][CH2:22][N:23]([CH2:2][C:3]([C:5]3[CH:6]=[C:7]4[C:11](=[CH:12][CH:13]=3)[C:10]([CH3:15])([CH3:14])[C:9](=[O:16])[C:8]4([CH3:18])[CH3:17])=[O:4])[CH2:24][CH2:25]2)=[N:27]1. (3) Given the reactants [I:1][C:2]1[C:6]([C:7]2[N:11]=[CH:10][NH:9][N:8]=2)=[CH:5][N:4]([C:12]2[C:17]([CH3:18])=[CH:16][N:15]=[C:14]([NH:19][C:20](=[O:22])[CH3:21])[CH:13]=2)[N:3]=1.C(=O)([O-])[O-].[Cs+].[Cs+].Cl[CH2:30][O:31][CH2:32][CH2:33][Si:34]([CH3:37])([CH3:36])[CH3:35], predict the reaction product. The product is: [I:1][C:2]1[C:6]([C:7]2[N:11]=[CH:10][N:9]([CH2:30][O:31][CH2:32][CH2:33][Si:34]([CH3:37])([CH3:36])[CH3:35])[N:8]=2)=[CH:5][N:4]([C:12]2[C:17]([CH3:18])=[CH:16][N:15]=[C:14]([NH:19][C:20](=[O:22])[CH3:21])[CH:13]=2)[N:3]=1. (4) Given the reactants [CH2:1]([O:4][N:5]=[C:6]1[CH2:10][N:9]([C:11]([O:13]C(C)(C)C)=O)[C@H:8]([C:18](O)=O)[CH2:7]1)[CH:2]=[CH2:3].[C:21]1([CH:27]([C:31]2[CH:36]=[CH:35][CH:34]=[CH:33][CH:32]=2)C(Cl)=O)[CH:26]=[CH:25][CH:24]=[CH:23][CH:22]=1.[C:37]1([NH2:44])[C:38]([NH2:43])=[CH:39][CH:40]=[CH:41][CH:42]=1, predict the reaction product. The product is: [CH2:1]([O:4][N:5]=[C:6]1[CH2:7][C@@H:8]([C:18]2[NH:44][C:37]3[CH:42]=[CH:41][CH:40]=[CH:39][C:38]=3[N:43]=2)[N:9]([C:11](=[O:13])[CH:27]([C:21]2[CH:22]=[CH:23][CH:24]=[CH:25][CH:26]=2)[C:31]2[CH:32]=[CH:33][CH:34]=[CH:35][CH:36]=2)[CH2:10]1)[CH:2]=[CH2:3]. (5) The product is: [CH2:41]([O:40][P:39]([CH:19]1[C:20](=[O:21])[N:12]2[C@H:13]([CH2:14][O:15][CH2:16][C@H:11]2[C:5]2[CH:6]=[C:7]([F:10])[C:8]([F:9])=[C:3]([F:2])[CH:4]=2)[CH2:17][CH2:18]1)(=[O:46])[O:43][CH2:44][CH3:45])[CH3:42]. Given the reactants [I-].[F:2][C:3]1[CH:4]=[C:5]([C@@H:11]2[CH2:16][O:15][CH2:14][C@@H:13]3[CH2:17][CH2:18][CH2:19][C:20](=[O:21])[N:12]23)[CH:6]=[C:7]([F:10])[C:8]=1[F:9].CN(C)CCN(C)C.II.S([O-])([O-])(=O)=S.[Na+].[Na+].[P:39]([O:46]CC)([O:43][CH2:44][CH3:45])[O:40][CH2:41][CH3:42], predict the reaction product. (6) Given the reactants [Li]CCCC.[Cl:6][C:7]1[CH:12]=[CH:11][CH:10]=[CH:9][C:8]=1[CH:13]([N:15]1[C:21]2[CH:22]=[CH:23][S:24][C:20]=2[C:19](=[O:25])[NH:18][CH2:17][CH2:16]1)[CH3:14].C(O[B:30]1[O:34][C:33]([CH3:36])([CH3:35])[C:32]([CH3:38])([CH3:37])[O:31]1)(C)C.Cl, predict the reaction product. The product is: [Cl:6][C:7]1[CH:12]=[CH:11][CH:10]=[CH:9][C:8]=1[CH:13]([N:15]1[C:21]2[CH:22]=[C:23]([B:30]3[O:34][C:33]([CH3:36])([CH3:35])[C:32]([CH3:38])([CH3:37])[O:31]3)[S:24][C:20]=2[C:19](=[O:25])[NH:18][CH2:17][CH2:16]1)[CH3:14]. (7) The product is: [NH2:6][OH:7].[OH:27][NH:26][C:8]([C:5]1[CH:4]=[C:3]([C:2]([F:12])([F:11])[F:1])[O:7][N:6]=1)=[O:9]. Given the reactants [F:1][C:2]([F:12])([F:11])[C:3]1[O:7][N:6]=[C:5]([C:8](O)=[O:9])[CH:4]=1.CN1CCOCC1.ClC(OCC)=O.[NH2:26][OH:27].Cl.[OH-].[K+], predict the reaction product. (8) The product is: [Cl:37][C:33]1[CH:32]=[C:31]([C:27]2[O:28][C:29]([CH3:30])=[C:25]([CH2:24][N:15]([CH2:16][C:17]([F:19])([F:18])[F:20])[C:12]3[CH:11]=[CH:10][C:9]([C:3]([OH:8])([C:4]([F:7])([F:6])[F:5])[C:2]([F:21])([F:22])[F:1])=[CH:14][CH:13]=3)[N:26]=2)[CH:36]=[CH:35][CH:34]=1. Given the reactants [F:1][C:2]([F:22])([F:21])[C:3]([C:9]1[CH:14]=[CH:13][C:12]([NH:15][CH2:16][C:17]([F:20])([F:19])[F:18])=[CH:11][CH:10]=1)([OH:8])[C:4]([F:7])([F:6])[F:5].Cl[CH2:24][C:25]1[N:26]=[C:27]([C:31]2[CH:36]=[CH:35][CH:34]=[C:33]([Cl:37])[CH:32]=2)[O:28][C:29]=1[CH3:30], predict the reaction product.